Dataset: NCI-60 drug combinations with 297,098 pairs across 59 cell lines. Task: Regression. Given two drug SMILES strings and cell line genomic features, predict the synergy score measuring deviation from expected non-interaction effect. (1) Drug 1: CC1CC2CCC3C(=C)CC(O3)CCC45CC6C(O4)C7C(O6)C(O5)C8C(O7)CCC(O8)CC(=O)CC9C(CC(C1=C)O2)OC(C9OC)CC(CN)O.CS(=O)(=O)O. Cell line: SF-295. Synergy scores: CSS=38.3, Synergy_ZIP=-4.25, Synergy_Bliss=-2.58, Synergy_Loewe=-2.17, Synergy_HSA=-0.304. Drug 2: CC1C(C(CC(O1)OC2CC(CC3=C2C(=C4C(=C3O)C(=O)C5=CC=CC=C5C4=O)O)(C(=O)C)O)N)O. (2) Drug 1: CC1=C2C(C(=O)C3(C(CC4C(C3C(C(C2(C)C)(CC1OC(=O)C(C(C5=CC=CC=C5)NC(=O)OC(C)(C)C)O)O)OC(=O)C6=CC=CC=C6)(CO4)OC(=O)C)OC)C)OC. Drug 2: CN1C(=O)N2C=NC(=C2N=N1)C(=O)N. Cell line: SR. Synergy scores: CSS=40.1, Synergy_ZIP=-0.0403, Synergy_Bliss=-1.55, Synergy_Loewe=-4.70, Synergy_HSA=-0.0342. (3) Synergy scores: CSS=62.2, Synergy_ZIP=-8.76, Synergy_Bliss=-15.0, Synergy_Loewe=-12.4, Synergy_HSA=-10.4. Drug 2: CC1C(C(CC(O1)OC2CC(CC3=C2C(=C4C(=C3O)C(=O)C5=C(C4=O)C(=CC=C5)OC)O)(C(=O)CO)O)N)O.Cl. Cell line: RPMI-8226. Drug 1: C1=NC2=C(N1)C(=S)N=C(N2)N. (4) Drug 1: CC1=C(C=C(C=C1)NC2=NC=CC(=N2)N(C)C3=CC4=NN(C(=C4C=C3)C)C)S(=O)(=O)N.Cl. Drug 2: COC1=C2C(=CC3=C1OC=C3)C=CC(=O)O2. Cell line: M14. Synergy scores: CSS=-4.07, Synergy_ZIP=3.83, Synergy_Bliss=3.67, Synergy_Loewe=0.618, Synergy_HSA=-1.38. (5) Drug 1: CCCS(=O)(=O)NC1=C(C(=C(C=C1)F)C(=O)C2=CNC3=C2C=C(C=N3)C4=CC=C(C=C4)Cl)F. Drug 2: CC1C(C(CC(O1)OC2CC(CC3=C2C(=C4C(=C3O)C(=O)C5=C(C4=O)C(=CC=C5)OC)O)(C(=O)C)O)N)O.Cl. Cell line: MALME-3M. Synergy scores: CSS=64.3, Synergy_ZIP=5.55, Synergy_Bliss=7.87, Synergy_Loewe=7.54, Synergy_HSA=9.42. (6) Drug 1: C1=C(C(=O)NC(=O)N1)N(CCCl)CCCl. Drug 2: CC1CCC2CC(C(=CC=CC=CC(CC(C(=O)C(C(C(=CC(C(=O)CC(OC(=O)C3CCCCN3C(=O)C(=O)C1(O2)O)C(C)CC4CCC(C(C4)OC)O)C)C)O)OC)C)C)C)OC. Cell line: HT29. Synergy scores: CSS=33.7, Synergy_ZIP=-11.6, Synergy_Bliss=-3.55, Synergy_Loewe=-3.07, Synergy_HSA=1.49. (7) Drug 1: C1CC(=O)NC(=O)C1N2CC3=C(C2=O)C=CC=C3N. Drug 2: CCN(CC)CCNC(=O)C1=C(NC(=C1C)C=C2C3=C(C=CC(=C3)F)NC2=O)C. Cell line: HOP-92. Synergy scores: CSS=-4.02, Synergy_ZIP=1.07, Synergy_Bliss=-0.841, Synergy_Loewe=-5.49, Synergy_HSA=-5.44. (8) Drug 1: CC1=C(C=C(C=C1)C(=O)NC2=CC(=CC(=C2)C(F)(F)F)N3C=C(N=C3)C)NC4=NC=CC(=N4)C5=CN=CC=C5. Drug 2: CCC1(C2=C(COC1=O)C(=O)N3CC4=CC5=C(C=CC(=C5CN(C)C)O)N=C4C3=C2)O.Cl. Cell line: SNB-19. Synergy scores: CSS=43.6, Synergy_ZIP=-1.77, Synergy_Bliss=-1.46, Synergy_Loewe=-46.6, Synergy_HSA=-5.58. (9) Drug 1: C1=CC(=CC=C1C#N)C(C2=CC=C(C=C2)C#N)N3C=NC=N3. Drug 2: CC(C)NC(=O)C1=CC=C(C=C1)CNNC.Cl. Cell line: SNB-75. Synergy scores: CSS=1.02, Synergy_ZIP=2.35, Synergy_Bliss=5.33, Synergy_Loewe=1.58, Synergy_HSA=2.77. (10) Drug 1: CC1=C2C(C(=O)C3(C(CC4C(C3C(C(C2(C)C)(CC1OC(=O)C(C(C5=CC=CC=C5)NC(=O)C6=CC=CC=C6)O)O)OC(=O)C7=CC=CC=C7)(CO4)OC(=O)C)O)C)OC(=O)C. Drug 2: CC=C1C(=O)NC(C(=O)OC2CC(=O)NC(C(=O)NC(CSSCCC=C2)C(=O)N1)C(C)C)C(C)C. Cell line: HT29. Synergy scores: CSS=66.8, Synergy_ZIP=-0.658, Synergy_Bliss=-1.03, Synergy_Loewe=-0.985, Synergy_HSA=0.580.